This data is from Forward reaction prediction with 1.9M reactions from USPTO patents (1976-2016). The task is: Predict the product of the given reaction. (1) Given the reactants Cl[CH2:2][C:3]1[C:4]([CH3:18])=[N:5][C:6]([O:16][CH3:17])=[C:7]([C:9]2[CH:14]=[CH:13][CH:12]=[C:11]([Cl:15])[CH:10]=2)[CH:8]=1.[NH:19]1[CH:23]=[N:22][CH:21]=[N:20]1.C([O-])([O-])=O.[Cs+].[Cs+], predict the reaction product. The product is: [Cl:15][C:11]1[CH:10]=[C:9]([C:7]2[C:6]([O:16][CH3:17])=[N:5][C:4]([CH3:18])=[C:3]([CH2:2][N:19]3[CH:23]=[N:22][CH:21]=[N:20]3)[CH:8]=2)[CH:14]=[CH:13][CH:12]=1. (2) Given the reactants Cl[C:2]1[N:3]=[CH:4][C:5]2[N:6]([CH3:21])[C:7](=[O:20])[C:8]3([CH2:19][CH2:18]3)[CH2:9][N:10]([CH:13]3[CH2:17][CH2:16][CH2:15][CH2:14]3)[C:11]=2[N:12]=1.[NH2:22][C:23]1[C:37]([F:38])=[CH:36][C:26]([C:27]([NH:29][C@@H:30]2[CH2:34][CH2:33][N:32]([CH3:35])[CH2:31]2)=[O:28])=[C:25]([F:39])[CH:24]=1.C(=O)([O-])[O-].[Cs+].[Cs+].CC1(C)C2C(=C(P(C3C=CC=CC=3)C3C=CC=CC=3)C=CC=2)OC2C(P(C3C=CC=CC=3)C3C=CC=CC=3)=CC=CC1=2, predict the reaction product. The product is: [CH:13]1([N:10]2[CH2:9][C:8]3([CH2:19][CH2:18]3)[C:7](=[O:20])[N:6]([CH3:21])[C:5]3[CH:4]=[N:3][C:2]([NH:22][C:23]4[C:37]([F:38])=[CH:36][C:26]([C:27]([NH:29][C@@H:30]5[CH2:34][CH2:33][N:32]([CH3:35])[CH2:31]5)=[O:28])=[C:25]([F:39])[CH:24]=4)=[N:12][C:11]2=3)[CH2:17][CH2:16][CH2:15][CH2:14]1. (3) Given the reactants O[CH2:2][C:3]1[N:7]([C:8]2[CH:15]=[CH:14][C:11]([C:12]#[N:13])=[C:10]([C:16]([F:19])([F:18])[F:17])[C:9]=2[CH3:20])[N:6]=[N:5][N:4]=1.S(Cl)([Cl:23])=O.O, predict the reaction product. The product is: [Cl:23][CH2:2][C:3]1[N:7]([C:8]2[CH:15]=[CH:14][C:11]([C:12]#[N:13])=[C:10]([C:16]([F:19])([F:18])[F:17])[C:9]=2[CH3:20])[N:6]=[N:5][N:4]=1. (4) Given the reactants [H-].[Na+].[F:3][C:4]([F:26])([C:7]([F:25])([F:24])[C:8]([F:23])([F:22])[C:9]([F:21])([F:20])[C:10]([F:19])([F:18])[C:11]([F:17])([F:16])[C:12]([F:15])([F:14])[F:13])[CH2:5][OH:6].Cl[CH2:28][C:29]1([CH3:33])[CH2:32][O:31][CH2:30]1, predict the reaction product. The product is: [F:3][C:4]([F:26])([C:7]([F:24])([F:25])[C:8]([F:22])([F:23])[C:9]([F:20])([F:21])[C:10]([F:18])([F:19])[C:11]([F:17])([F:16])[C:12]([F:15])([F:14])[F:13])[CH2:5][O:6][CH2:28][C:29]1([CH3:33])[CH2:32][O:31][CH2:30]1. (5) Given the reactants [CH3:1][O:2][C:3]([C@@H:5]1[CH2:9][C@H:8]([NH:10][CH:11]2[CH2:16][CH2:15][C:14]([CH3:18])([CH3:17])[CH2:13][CH2:12]2)[CH2:7][N:6]1[C:19]([O:21][C:22]([CH3:25])([CH3:24])[CH3:23])=[O:20])=[O:4].[CH3:26][S:27](Cl)(=[O:29])=[O:28], predict the reaction product. The product is: [C:19]([N:6]1[CH2:7][C@@H:8]([N:10]([CH:11]2[CH2:16][CH2:15][C:14]([CH3:18])([CH3:17])[CH2:13][CH2:12]2)[S:27]([CH3:26])(=[O:29])=[O:28])[CH2:9][C@H:5]1[C:3]([O:2][CH3:1])=[O:4])([O:21][C:22]([CH3:25])([CH3:24])[CH3:23])=[O:20]. (6) Given the reactants [OH:1][NH:2][C:3](=[NH:37])[C:4]1[CH:9]=[CH:8][C:7]([C:10]2[N:14]3[N:15]=[CH:16][CH:17]=[C:18]([N:19]4[CH2:24][CH2:23][O:22][CH2:21][CH2:20]4)[C:13]3=[N:12][C:11]=2[C:25]#[C:26][C:27]2[CH:36]=[CH:35][C:34]3[C:29](=[CH:30][CH:31]=[CH:32][CH:33]=3)[N:28]=2)=[CH:6][N:5]=1.CCN(C(C)C)C(C)C.[C:47](Cl)(=[O:51])[O:48][CH2:49][CH3:50], predict the reaction product. The product is: [CH2:49]([O:48][C:47]([O:1][NH:2][C:3](=[NH:37])[C:4]1[CH:9]=[CH:8][C:7]([C:10]2[N:14]3[N:15]=[CH:16][CH:17]=[C:18]([N:19]4[CH2:20][CH2:21][O:22][CH2:23][CH2:24]4)[C:13]3=[N:12][C:11]=2[C:25]#[C:26][C:27]2[CH:36]=[CH:35][C:34]3[C:29](=[CH:30][CH:31]=[CH:32][CH:33]=3)[N:28]=2)=[CH:6][N:5]=1)=[O:51])[CH3:50].